Dataset: Catalyst prediction with 721,799 reactions and 888 catalyst types from USPTO. Task: Predict which catalyst facilitates the given reaction. (1) Product: [C:13]([C:15]1([NH:18][C:19]([C@@H:21]2[CH2:25][C@@H:24]([S:26]([C:29]3[CH:34]=[CH:33][C:32]([O:4][CH2:3][C:2]([F:6])([F:5])[F:1])=[CH:31][C:30]=3[C:36]([F:37])([F:38])[F:39])(=[O:27])=[O:28])[CH2:23][N:22]2[C:40]2[N:41]([C:46]3[CH:51]=[CH:50][C:49]([C:52]([F:55])([F:54])[F:53])=[CH:48][CH:47]=3)[N:42]=[C:43]([CH3:45])[CH:44]=2)=[O:20])[CH2:16][CH2:17]1)#[N:14]. Reactant: [F:1][C:2]([F:6])([F:5])[CH2:3][OH:4].C(=O)([O-])[O-].[Cs+].[Cs+].[C:13]([C:15]1([NH:18][C:19]([C@@H:21]2[CH2:25][C@@H:24]([S:26]([C:29]3[CH:34]=[CH:33][C:32](F)=[CH:31][C:30]=3[C:36]([F:39])([F:38])[F:37])(=[O:28])=[O:27])[CH2:23][N:22]2[C:40]2[N:41]([C:46]3[CH:51]=[CH:50][C:49]([C:52]([F:55])([F:54])[F:53])=[CH:48][CH:47]=3)[N:42]=[C:43]([CH3:45])[CH:44]=2)=[O:20])[CH2:17][CH2:16]1)#[N:14].C(OC(C)=O)(C)C. The catalyst class is: 80. (2) Reactant: [Br-].[CH2:2]([N+:18]1[CH:22]=[CH:21][N:20]([CH2:23][C:24]2[CH:29]=[CH:28][C:27]([C:30]3[O:31][C:32]([C:35]4[CH:40]=[CH:39][CH:38]=[CH:37][CH:36]=4)=[CH:33][N:34]=3)=[CH:26][CH:25]=2)[CH:19]=1)[CH2:3][CH2:4][CH2:5][CH2:6][CH2:7][CH2:8][CH2:9][CH2:10][CH2:11][CH2:12][CH2:13][CH2:14][CH2:15][CH2:16][CH3:17].[N-:41]([S:49]([C:52]([F:55])([F:54])[F:53])(=[O:51])=[O:50])[S:42]([C:45]([F:48])([F:47])[F:46])(=[O:44])=[O:43].[Li+]. Product: [N-:41]([S:42]([C:45]([F:48])([F:46])[F:47])(=[O:44])=[O:43])[S:49]([C:52]([F:55])([F:54])[F:53])(=[O:51])=[O:50].[CH2:2]([N+:18]1[CH:22]=[CH:21][N:20]([CH2:23][C:24]2[CH:29]=[CH:28][C:27]([C:30]3[O:31][C:32]([C:35]4[CH:40]=[CH:39][CH:38]=[CH:37][CH:36]=4)=[CH:33][N:34]=3)=[CH:26][CH:25]=2)[CH:19]=1)[CH2:3][CH2:4][CH2:5][CH2:6][CH2:7][CH2:8][CH2:9][CH2:10][CH2:11][CH2:12][CH2:13][CH2:14][CH2:15][CH2:16][CH3:17]. The catalyst class is: 8. (3) Reactant: [Cl:1][C:2]1[CH:7]=[C:6]([Cl:8])[CH:5]=[CH:4][C:3]=1[C:9]1[N:14]2[N:15]=[C:16]([CH2:26][CH3:27])[C:17]([NH:18]C(=O)OC(C)(C)C)=[C:13]2[CH:12]=[CH:11][CH:10]=1.[H-].[Na+].[CH3:30][O:31][CH2:32][CH2:33]Br.Cl.C(OCC)(=O)C.[OH-].[Na+]. Product: [Cl:1][C:2]1[CH:7]=[C:6]([Cl:8])[CH:5]=[CH:4][C:3]=1[C:9]1[N:14]2[N:15]=[C:16]([CH2:26][CH3:27])[C:17]([NH:18][CH2:33][CH2:32][O:31][CH3:30])=[C:13]2[CH:12]=[CH:11][CH:10]=1. The catalyst class is: 288. (4) Reactant: [OH:1][C@H:2]1[CH2:22][CH2:21][C@@:20]2([CH3:23])[C:4](=[CH:5][CH2:6][C@@H:7]3[C@@H:19]2[CH2:18][CH2:17][C@@:16]2([CH3:24])[C@H:8]3[CH2:9][CH:10]=[C:11]2[C:12](=[N:14][OH:15])[CH3:13])[CH2:3]1.[H-].[Na+].Cl.Cl[CH2:29][CH2:30][N:31]1[CH2:36][CH2:35][CH2:34][CH2:33][CH2:32]1. Product: [N:31]1([CH2:30][CH2:29][O:15][N:14]=[C:12]([C:11]2[C@:16]3([CH3:24])[C@H:8]([C@H:7]4[C@H:19]([CH2:18][CH2:17]3)[C@:20]3([CH3:23])[C:4]([CH2:3][C@@H:2]([OH:1])[CH2:22][CH2:21]3)=[CH:5][CH2:6]4)[CH2:9][CH:10]=2)[CH3:13])[CH2:36][CH2:35][CH2:34][CH2:33][CH2:32]1. The catalyst class is: 3. (5) Reactant: Cl.[NH2:2][C@@H:3]([C:5]1[C:10]([F:11])=[CH:9][C:8]([NH:12][S:13]([CH3:16])(=[O:15])=[O:14])=[C:7]([CH3:17])[CH:6]=1)[CH3:4].F[P-](F)(F)(F)(F)F.C[N+](C)=C(N(C)C)ON1C2N=CC=CC=2N=N1.[OH:42][C:43]([C:46]1[CH:55]=[CH:54][C:53]2[CH2:52][CH:51]([C:56](O)=[O:57])[CH2:50][CH2:49][C:48]=2[N:47]=1)([CH3:45])[CH3:44].C(N(CC)C(C)C)(C)C. Product: [F:11][C:10]1[CH:9]=[C:8]([NH:12][S:13]([CH3:16])(=[O:15])=[O:14])[C:7]([CH3:17])=[CH:6][C:5]=1[C@H:3]([NH:2][C:56]([CH:51]1[CH2:50][CH2:49][C:48]2[N:47]=[C:46]([C:43]([OH:42])([CH3:44])[CH3:45])[CH:55]=[CH:54][C:53]=2[CH2:52]1)=[O:57])[CH3:4]. The catalyst class is: 60. (6) The catalyst class is: 4. Reactant: [Cl:1][C:2]1[CH:3]=[C:4]([CH:8]=[CH:9][C:10]=1[Cl:11])[CH2:5][NH:6][CH3:7].Br[CH2:13][CH2:14][CH2:15][NH:16][C:17](=[O:26])[CH2:18][CH2:19][C:20]1[CH:25]=[CH:24][CH:23]=[CH:22][CH:21]=1. Product: [Cl:1][C:2]1[CH:3]=[C:4]([CH:8]=[CH:9][C:10]=1[Cl:11])[CH2:5][N:6]([CH3:7])[CH2:13][CH2:14][CH2:15][NH:16][C:17](=[O:26])[CH2:18][CH2:19][C:20]1[CH:25]=[CH:24][CH:23]=[CH:22][CH:21]=1.